The task is: Predict the reaction yield, written as a fraction of the theoretical maximum amount of product (1.0 means a 100% yield; for example, 0.34 means a 34% yield).. This data is from Reaction yield outcomes from USPTO patents with 853,638 reactions. (1) The reactants are [CH:1]([CH:4]1[CH2:9][CH2:8][CH:7]([O:10][C:11]2[CH:12]=[C:13]3[C:18](=[CH:19][CH:20]=2)[CH:17]=[C:16]([CH2:21][N:22]2[CH2:27][CH2:26][CH:25]([C:28]([O:30]CC)=[O:29])[CH2:24][CH2:23]2)[CH:15]=[CH:14]3)[CH2:6][CH2:5]1)([CH3:3])[CH3:2].[OH-].[Na+]. The catalyst is CCO. The product is [CH:1]([CH:4]1[CH2:5][CH2:6][CH:7]([O:10][C:11]2[CH:12]=[C:13]3[C:18](=[CH:19][CH:20]=2)[CH:17]=[C:16]([CH2:21][N:22]2[CH2:23][CH2:24][CH:25]([C:28]([OH:30])=[O:29])[CH2:26][CH2:27]2)[CH:15]=[CH:14]3)[CH2:8][CH2:9]1)([CH3:3])[CH3:2]. The yield is 0.610. (2) The reactants are [Br:1][C:2]1[CH:10]=[C:9]2[C:5]([CH2:6][C:7]3([CH2:16][CH2:15][CH:14]([OH:17])[CH2:13][CH2:12]3)[C:8]2=[O:11])=[CH:4][CH:3]=1.[Si:18](Cl)([C:31]([CH3:34])([CH3:33])[CH3:32])([C:25]1[CH:30]=[CH:29][CH:28]=[CH:27][CH:26]=1)[C:19]1[CH:24]=[CH:23][CH:22]=[CH:21][CH:20]=1.N1C=CN=C1. No catalyst specified. The product is [Br:1][C:2]1[CH:10]=[C:9]2[C:5]([CH2:6][C:7]3([CH2:16][CH2:15][CH:14]([O:17][Si:18]([C:31]([CH3:34])([CH3:33])[CH3:32])([C:25]4[CH:26]=[CH:27][CH:28]=[CH:29][CH:30]=4)[C:19]4[CH:24]=[CH:23][CH:22]=[CH:21][CH:20]=4)[CH2:13][CH2:12]3)[C:8]2=[O:11])=[CH:4][CH:3]=1. The yield is 0.780. (3) The reactants are [Cl:1][C:2]1[CH:3]=[CH:4][C:5]2[CH2:11][S:10](=[O:13])(=[O:12])[NH:9][N:8]=[C:7]([C:14]3[CH:19]=[CH:18][CH:17]=[C:16]([F:20])[CH:15]=3)[C:6]=2[CH:21]=1.[CH3:22]I. No catalyst specified. The product is [F:20][C:16]1[CH:15]=[C:14]([C:7]2[C:6]3[CH:21]=[C:2]([Cl:1])[CH:3]=[CH:4][C:5]=3[CH2:11][S:10](=[O:12])(=[O:13])[N:9]([CH3:22])[N:8]=2)[CH:19]=[CH:18][CH:17]=1. The yield is 0.850. (4) The reactants are [H-].[Na+].[CH3:3][C:4]1[N:5]=[C:6]([CH2:11][CH2:12][CH3:13])[NH:7][C:8](=[O:10])[CH:9]=1.[Li+].[Br-].Br[CH2:17][CH2:18][O:19][C:20]1[CH:27]=[CH:26][C:23]([CH:24]=[O:25])=[CH:22][CH:21]=1. The yield is 0.310. The catalyst is CN(C=O)C.O. The product is [CH3:3][C:4]1[N:5]=[C:6]([CH2:11][CH2:12][CH3:13])[N:7]([CH2:17][CH2:18][O:19][C:20]2[CH:27]=[CH:26][C:23]([CH:24]=[O:25])=[CH:22][CH:21]=2)[C:8](=[O:10])[CH:9]=1. (5) The reactants are [H-].[Na+].[Cl:3][C:4]1[CH:9]=[CH:8][C:7]([CH:10]2[CH2:15][CH2:14][CH2:13][N:12]([C:16]([C:18]3[CH:19]=[N:20][NH:21][CH:22]=3)=[O:17])[CH2:11]2)=[C:6]([C:23]([F:26])([F:25])[F:24])[CH:5]=1.I[CH:28]([CH3:30])[CH3:29]. The catalyst is C1COCC1. The product is [Cl:3][C:4]1[CH:9]=[CH:8][C:7]([CH:10]2[CH2:15][CH2:14][CH2:13][N:12]([C:16]([C:18]3[CH:22]=[N:21][N:20]([CH:28]([CH3:30])[CH3:29])[CH:19]=3)=[O:17])[CH2:11]2)=[C:6]([C:23]([F:26])([F:24])[F:25])[CH:5]=1. The yield is 0.410. (6) The reactants are [Cl:1][C:2]1[N:7]=[C:6]([NH2:8])[C:5]([CH:9]=[CH:10]OCC)=[CH:4][N:3]=1.Cl. The catalyst is CC(O)C.O. The product is [Cl:1][C:2]1[N:3]=[CH:4][C:5]2[CH:9]=[CH:10][NH:8][C:6]=2[N:7]=1. The yield is 0.296. (7) The reactants are [CH2:1]([O:8][C:9]([N:11]1[CH2:15][C:14](=[O:16])[CH:13]([C:17]([O:19][CH2:20][CH3:21])=[O:18])[CH2:12]1)=[O:10])[C:2]1[CH:7]=[CH:6][CH:5]=[CH:4][CH:3]=1.[C:22](=O)([O-])[O-].[K+].[K+].CI. The catalyst is CC(C)=O. The product is [CH2:1]([O:8][C:9]([N:11]1[CH2:15][C:14](=[O:16])[C:13]([CH3:22])([C:17]([O:19][CH2:20][CH3:21])=[O:18])[CH2:12]1)=[O:10])[C:2]1[CH:3]=[CH:4][CH:5]=[CH:6][CH:7]=1. The yield is 0.950.